The task is: Predict the product of the given reaction.. This data is from Forward reaction prediction with 1.9M reactions from USPTO patents (1976-2016). (1) Given the reactants [F:1][C:2]([F:11])([F:10])[CH2:3][CH2:4][C:5]1[NH:6][CH:7]=[CH:8][CH:9]=1.ClC(Cl)(Cl)C(Cl)=O.[OH-].[Li+].C(O)(=O)CC(CC(O)=O)([C:25]([OH:27])=[O:26])O, predict the reaction product. The product is: [F:11][C:2]([F:1])([F:10])[CH2:3][CH2:4][C:5]1[NH:6][C:7]([C:25]([OH:27])=[O:26])=[CH:8][CH:9]=1. (2) Given the reactants C([Sn](CCCC)(CCCC)[C:6]([O:8]CC)=[CH2:7])CCC.Br[C:20]1[CH:29]=[CH:28][CH:27]=[C:26]2[C:21]=1[CH2:22][C:23]([CH3:41])([CH3:40])[N:24]=[C:25]2[C:30]1[CH:31]=[N:32][C:33]2[C:38]([CH:39]=1)=[CH:37][CH:36]=[CH:35][CH:34]=2.Cl.O.[NH4+], predict the reaction product. The product is: [C:6]([C:20]1[CH:29]=[CH:28][CH:27]=[C:26]2[C:21]=1[CH2:22][C:23]([CH3:41])([CH3:40])[N:24]=[C:25]2[C:30]1[CH:31]=[N:32][C:33]2[C:38]([CH:39]=1)=[CH:37][CH:36]=[CH:35][CH:34]=2)(=[O:8])[CH3:7].